Dataset: Forward reaction prediction with 1.9M reactions from USPTO patents (1976-2016). Task: Predict the product of the given reaction. (1) Given the reactants [CH3:1][C:2]1[C:6]([C:7]2[C:16]3[O:15][CH2:14][C@H:13]([C:17]4[CH:22]=[CH:21][CH:20]=[CH:19][N:18]=4)[N:12]4[C:23](=[O:25])[NH:24][C:10]([C:11]=34)=[C:9]([CH:26]=O)[CH:8]=2)=[C:5]([CH3:28])[O:4][N:3]=1.[CH3:29][CH:30]([NH2:32])[CH3:31].C([BH3-])#N.[Na+], predict the reaction product. The product is: [CH3:1][C:2]1[C:6]([C:7]2[C:16]3[O:15][CH2:14][CH:13]([C:17]4[CH:22]=[CH:21][CH:20]=[CH:19][N:18]=4)[N:12]4[C:23](=[O:25])[NH:24][C:10]([C:11]=34)=[C:9]([CH2:26][NH:32][CH:30]([CH3:31])[CH3:29])[CH:8]=2)=[C:5]([CH3:28])[O:4][N:3]=1. (2) Given the reactants [C-:1]#[N:2].[K+].CS(O[C@@H:9]1[CH2:13][CH2:12][N:11]([C:14]([O:16][CH2:17][C:18]2[CH:23]=[CH:22][CH:21]=[CH:20][CH:19]=2)=[O:15])[CH2:10]1)(=O)=O, predict the reaction product. The product is: [C:1]([C@H:9]1[CH2:13][CH2:12][N:11]([C:14]([O:16][CH2:17][C:18]2[CH:23]=[CH:22][CH:21]=[CH:20][CH:19]=2)=[O:15])[CH2:10]1)#[N:2]. (3) Given the reactants Br[C:2]1[C:3]([N:22]2[CH2:26][CH2:25][C@:24]([OH:28])([CH3:27])[CH2:23]2)=[N:4][CH:5]=[C:6]([CH:21]=1)[C:7]([NH:9][C:10]1[CH:15]=[CH:14][C:13]([O:16][C:17]([F:20])([F:19])[F:18])=[CH:12][CH:11]=1)=[O:8].[NH:29]1[CH:33]=[CH:32][C:31](B(O)O)=[N:30]1, predict the reaction product. The product is: [OH:28][C@:24]1([CH3:27])[CH2:25][CH2:26][N:22]([C:3]2[C:2]([C:31]3[NH:30][N:29]=[CH:33][CH:32]=3)=[CH:21][C:6]([C:7]([NH:9][C:10]3[CH:15]=[CH:14][C:13]([O:16][C:17]([F:20])([F:19])[F:18])=[CH:12][CH:11]=3)=[O:8])=[CH:5][N:4]=2)[CH2:23]1. (4) Given the reactants Br[C:2]1[CH:11]=[C:10]2[C:5]([C:6](=[O:33])[N:7]([N:12]([C:20]3[CH:25]=[C:24]([C:26]#[N:27])[CH:23]=[CH:22][C:21]=3[S:28]([CH2:31][CH3:32])(=[O:30])=[O:29])C(=O)OC(C)(C)C)[CH:8]=[N:9]2)=[CH:4][C:3]=1[O:34][C:35]([F:38])([F:37])[F:36].[N:39]1([CH2:45][B-](F)(F)F)[CH2:44][CH2:43][O:42][CH2:41][CH2:40]1.[K+], predict the reaction product. The product is: [CH2:31]([S:28]([C:21]1[CH:22]=[CH:23][C:24]([C:26]#[N:27])=[CH:25][C:20]=1[NH:12][N:7]1[C:6](=[O:33])[C:5]2[C:10](=[CH:11][C:2]([CH2:45][N:39]3[CH2:44][CH2:43][O:42][CH2:41][CH2:40]3)=[C:3]([O:34][C:35]([F:37])([F:38])[F:36])[CH:4]=2)[N:9]=[CH:8]1)(=[O:30])=[O:29])[CH3:32]. (5) Given the reactants [O:1]1[C:5]2[CH:6]=[CH:7][C:8]([C:10]3([C:13]([OH:15])=O)[CH2:12][CH2:11]3)=[CH:9][C:4]=2[O:3][CH2:2]1.S(Cl)(Cl)=O.[Br:20][C:21]1[N:26]=[CH:25][C:24]([NH2:27])=[CH:23][CH:22]=1, predict the reaction product. The product is: [O:1]1[C:5]2[CH:6]=[CH:7][C:8]([C:10]3([C:13]([NH:27][C:24]4[CH:25]=[N:26][C:21]([Br:20])=[CH:22][CH:23]=4)=[O:15])[CH2:11][CH2:12]3)=[CH:9][C:4]=2[O:3][CH2:2]1. (6) Given the reactants [Li].Br[CH:3]1[CH2:5][CH2:4]1.Cl[Si:7](Cl)(Cl)Cl.[C:11]([Li])([CH3:14])(C)[CH3:12].CC[CH2:18][CH2:19][CH3:20].[CH:21]([O:23][CH2:24][CH3:25])=[CH2:22], predict the reaction product. The product is: [CH:3]1([Si:7]([CH:20]2[CH2:19][CH2:18]2)([CH:14]2[CH2:11][CH2:12]2)[C:21]([O:23][CH2:24][CH3:25])=[CH2:22])[CH2:5][CH2:4]1. (7) Given the reactants FC(F)(F)C(OC(=O)C(F)(F)F)=O.CS(C)=O.[CH3:18][O:19][C:20](=[O:36])[CH2:21][O:22][CH2:23]/[CH:24]=[CH:25]\[CH2:26][N:27]1[C:32](=[O:33])[CH2:31][CH2:30][CH2:29][C@@H:28]1[CH2:34][OH:35].C(N(CC)CC)C, predict the reaction product. The product is: [CH3:18][O:19][C:20](=[O:36])[CH2:21][O:22][CH2:23]/[CH:24]=[CH:25]\[CH2:26][N:27]1[C:32](=[O:33])[CH2:31][CH2:30][CH2:29][C@@H:28]1[CH:34]=[O:35]. (8) Given the reactants [Br:1][C:2]1[CH:7]=[CH:6][C:5]([NH:8][C:9](=O)[CH2:10][N:11]2[C:15]3[CH:16]=[CH:17][CH:18]=[CH:19][C:14]=3[N:13]([CH3:20])[C:12]2=[NH:21])=[CH:4][CH:3]=1.[H-].[Al+3].[Li+].[H-].[H-].[H-].O.[OH-].[Na+], predict the reaction product. The product is: [Br:1][C:2]1[CH:3]=[CH:4][C:5]([NH:8][CH2:9][CH2:10][N:11]2[C:15]3[CH:16]=[CH:17][CH:18]=[CH:19][C:14]=3[N:13]([CH3:20])[C:12]2=[NH:21])=[CH:6][CH:7]=1.